Dataset: NCI-60 drug combinations with 297,098 pairs across 59 cell lines. Task: Regression. Given two drug SMILES strings and cell line genomic features, predict the synergy score measuring deviation from expected non-interaction effect. (1) Drug 1: CCC1=C2CN3C(=CC4=C(C3=O)COC(=O)C4(CC)O)C2=NC5=C1C=C(C=C5)O. Drug 2: C1C(C(OC1N2C=NC(=NC2=O)N)CO)O. Cell line: SW-620. Synergy scores: CSS=45.7, Synergy_ZIP=-0.394, Synergy_Bliss=0.676, Synergy_Loewe=-4.90, Synergy_HSA=6.72. (2) Drug 1: CC1=C2C(C(=O)C3(C(CC4C(C3C(C(C2(C)C)(CC1OC(=O)C(C(C5=CC=CC=C5)NC(=O)OC(C)(C)C)O)O)OC(=O)C6=CC=CC=C6)(CO4)OC(=O)C)OC)C)OC. Drug 2: CCC1(C2=C(COC1=O)C(=O)N3CC4=CC5=C(C=CC(=C5CN(C)C)O)N=C4C3=C2)O.Cl. Cell line: IGROV1. Synergy scores: CSS=26.2, Synergy_ZIP=-7.64, Synergy_Bliss=-8.76, Synergy_Loewe=-11.5, Synergy_HSA=-3.55.